This data is from Full USPTO retrosynthesis dataset with 1.9M reactions from patents (1976-2016). The task is: Predict the reactants needed to synthesize the given product. (1) Given the product [O:17]1[CH2:16][C@@H:15]1[CH2:14][O:1][C:2]1[CH:9]=[CH:8][C:7]([C:10]([F:11])([F:12])[F:13])=[CH:6][C:3]=1[CH:4]=[O:5], predict the reactants needed to synthesize it. The reactants are: [OH:1][C:2]1[CH:9]=[CH:8][C:7]([C:10]([F:13])([F:12])[F:11])=[CH:6][C:3]=1[CH:4]=[O:5].[CH2:14](OS(C1C=CC(C)=CC=1)(=O)=O)[C@@H:15]1[O:17][CH2:16]1.C([O-])([O-])=O.[K+].[K+]. (2) Given the product [Cl:33][C:34]1[C:39]([C:40]([F:42])([F:43])[F:41])=[CH:38][CH:37]=[CH:36][C:35]=1[CH2:44][NH:45][C:7]([CH:6]1[CH2:5][NH:4][C:3](=[O:10])[N:2]1[CH3:1])=[O:9], predict the reactants needed to synthesize it. The reactants are: [CH3:1][N:2]1[CH:6]([C:7]([OH:9])=O)[CH2:5][NH:4][C:3]1=[O:10].ON1C2C=CC=CC=2N=N1.Cl.CN(C)CCCN=C=NCC.[Cl:33][C:34]1[C:39]([C:40]([F:43])([F:42])[F:41])=[CH:38][CH:37]=[CH:36][C:35]=1[CH2:44][NH2:45].C(N1CCOCC1)C. (3) Given the product [NH:12]1[C:20]2[C:15](=[CH:16][CH:17]=[C:18](/[CH:21]=[C:8]3/[C:9](=[O:11])[NH:10][C:5]4[C:6]/3=[N:7][C:2]([Cl:1])=[CH:3][CH:4]=4)[CH:19]=2)[CH:14]=[N:13]1, predict the reactants needed to synthesize it. The reactants are: [Cl:1][C:2]1[N:7]=[C:6]2[CH2:8][C:9](=[O:11])[NH:10][C:5]2=[CH:4][CH:3]=1.[NH:12]1[C:20]2[C:15](=[CH:16][CH:17]=[C:18]([CH:21]=O)[CH:19]=2)[CH:14]=[N:13]1. (4) Given the product [CH3:2][O:3][C:4](=[O:11])[CH2:5][CH2:6][CH2:7][CH2:8][CH2:9][NH:10][C:32]([NH:31][S:28]([C:22]1[CH:23]=[CH:24][CH:25]=[CH:26][CH:27]=1)(=[O:30])=[O:29])=[O:33], predict the reactants needed to synthesize it. The reactants are: Cl.[CH3:2][O:3][C:4](=[O:11])[CH2:5][CH2:6][CH2:7][CH2:8][CH2:9][NH2:10].C(N(CC)CC)C.C(Cl)Cl.[C:22]1([S:28]([N:31]=[C:32]=[O:33])(=[O:30])=[O:29])[CH:27]=[CH:26][CH:25]=[CH:24][CH:23]=1. (5) Given the product [C:1]([O:5][C:6](=[O:27])[NH:7][CH:8]([C:19]1[CH:24]=[CH:23][C:22]([Cl:25])=[C:21]([Cl:26])[CH:20]=1)[C:9]([C:11]1[CH:16]=[CH:15][C:14]([C:31]2[CH:32]=[N:33][CH:34]=[C:29]([F:28])[CH:30]=2)=[CH:13][C:12]=1[CH3:18])=[O:10])([CH3:4])([CH3:3])[CH3:2], predict the reactants needed to synthesize it. The reactants are: [C:1]([O:5][C:6](=[O:27])[NH:7][CH:8]([C:19]1[CH:24]=[CH:23][C:22]([Cl:25])=[C:21]([Cl:26])[CH:20]=1)[C:9]([C:11]1[CH:16]=[CH:15][C:14](Br)=[CH:13][C:12]=1[CH3:18])=[O:10])([CH3:4])([CH3:3])[CH3:2].[F:28][C:29]1[CH:30]=[C:31](B(O)O)[CH:32]=[N:33][CH:34]=1. (6) Given the product [NH2:26][C:24]1[C:25]2=[C:17]([C:12]3[CH:13]=[CH:14][C:15]4[C:10]([CH:11]=3)=[N:9][N:8]([CH2:1][C:2]3[CH:3]=[CH:4][CH:5]=[CH:6][CH:7]=3)[CH:16]=4)[CH:18]=[C:19]([CH2:27][C:28]3[CH:37]=[C:36]4[C:31]([CH2:32][CH2:33][N:34]([CH2:39][CH2:40][OH:41])[CH2:35]4)=[CH:30][CH:29]=3)[N:20]2[N:21]=[CH:22][N:23]=1, predict the reactants needed to synthesize it. The reactants are: [CH2:1]([N:8]1[CH:16]=[C:15]2[C:10]([CH:11]=[C:12]([C:17]3[CH:18]=[C:19]([CH2:27][C:28]4[CH:37]=[C:36]5[C:31]([CH2:32][CH2:33][NH:34][CH2:35]5)=[CH:30][CH:29]=4)[N:20]4[C:25]=3[C:24]([NH2:26])=[N:23][CH:22]=[N:21]4)[CH:13]=[CH:14]2)=[N:9]1)[C:2]1[CH:7]=[CH:6][CH:5]=[CH:4][CH:3]=1.Br[CH2:39][CH2:40][O:41][Si](C(C)(C)C)(C)C.C(N(CC)CC)C.[I-].[Na+]. (7) Given the product [C:1]([N:4]1[CH2:9][CH2:8][N:7]([C:10]2[CH:11]=[CH:12][C:13]([NH:16][C:17](=[O:27])[CH2:18][C:19]3[CH:24]=[CH:23][C:22]([C:33]4[CH:32]=[CH:31][N:30]=[C:29]([CH3:28])[CH:34]=4)=[C:21]([CH3:26])[CH:20]=3)=[N:14][CH:15]=2)[CH2:6][CH2:5]1)(=[O:3])[CH3:2], predict the reactants needed to synthesize it. The reactants are: [C:1]([N:4]1[CH2:9][CH2:8][N:7]([C:10]2[CH:11]=[CH:12][C:13]([NH:16][C:17](=[O:27])[CH2:18][C:19]3[CH:24]=[CH:23][C:22](Br)=[C:21]([CH3:26])[CH:20]=3)=[N:14][CH:15]=2)[CH2:6][CH2:5]1)(=[O:3])[CH3:2].[CH3:28][C:29]1[CH:34]=[C:33]([Sn](CCCC)(CCCC)CCCC)[CH:32]=[CH:31][N:30]=1.CS(C)=O. (8) Given the product [CH2:1]([O:3][C:4](=[O:17])[C:5]1[CH:10]=[C:9]([S:11][C:12]2[C:23]3[C:22](=[C:21]([F:28])[C:20]([Cl:19])=[CH:25][CH:24]=3)[NH:26][C:13]=2[CH3:14])[CH:8]=[CH:7][C:6]=1[CH3:16])[CH3:2], predict the reactants needed to synthesize it. The reactants are: [CH2:1]([O:3][C:4](=[O:17])[C:5]1[CH:10]=[C:9]([S:11][CH2:12][C:13](=O)[CH3:14])[CH:8]=[CH:7][C:6]=1[CH3:16])[CH3:2].Cl.[Cl:19][C:20]1[C:21]([F:28])=[C:22]([NH:26]N)[CH:23]=[CH:24][CH:25]=1. (9) Given the product [I:23][C:21]1[S:20][C:16]2[N:17]=[CH:18][N:19]=[C:14]([Cl:13])[C:15]=2[CH:22]=1, predict the reactants needed to synthesize it. The reactants are: C(NC(C)C)(C)C.[Li]CCCC.[Cl:13][C:14]1[C:15]2[CH:22]=[CH:21][S:20][C:16]=2[N:17]=[CH:18][N:19]=1.[I:23]I. (10) Given the product [Br:1][C:2]1[CH:3]=[C:4]([N+:32]([O-:33])=[O:31])[C:5](=[O:9])[N:6]([CH2:21][C:22]([F:25])([F:24])[F:23])[C:7]=1[CH3:8], predict the reactants needed to synthesize it. The reactants are: [Br:1][C:2]1[CH:3]=[CH:4][C:5](=[O:9])[NH:6][C:7]=1[CH3:8].C(=O)([O-])[O-].[Cs+].[Cs+].CS(O[CH2:21][C:22]([F:25])([F:24])[F:23])(=O)=O.F[B-](F)(F)F.[O:31]=[N+:32]=[O:33].